From a dataset of Reaction yield outcomes from USPTO patents with 853,638 reactions. Predict the reaction yield, written as a fraction of the theoretical maximum amount of product (1.0 means a 100% yield; for example, 0.34 means a 34% yield). (1) The reactants are C([N:4]1[C:12]2[C:7](=[CH:8][C:9]([C:13](Cl)=[O:14])=[CH:10][CH:11]=2)[C:6]([C:16]2[CH:21]=[CH:20][C:19]([F:22])=[CH:18][CH:17]=2)=[N:5]1)(=O)C.[NH2:23][CH2:24][C@@H:25]1[CH2:30][CH2:29][CH2:28][CH2:27][C@H:26]1[OH:31]. The catalyst is N1C=CC=CC=1. The product is [OH:31][C@@H:26]1[CH2:27][CH2:28][CH2:29][CH2:30][CH:25]1[CH2:24][NH:23][C:13]([C:9]1[CH:8]=[C:7]2[C:12](=[CH:11][CH:10]=1)[NH:4][N:5]=[C:6]2[C:16]1[CH:21]=[CH:20][C:19]([F:22])=[CH:18][CH:17]=1)=[O:14]. The yield is 0.690. (2) The reactants are Cl.[CH2:2]([C:4]1[NH:8][N:7]=[C:6]([C:9]([O:11]C)=[O:10])[C:5]=1[CH3:13])[CH3:3].CC(C)([O-])C.[K+].[CH3:20][C:21]1[CH:28]=[CH:27][C:24]([CH2:25]Br)=[CH:23][CH:22]=1.[Li+].[OH-].Cl. The catalyst is C(O)C.O. The product is [CH2:2]([C:4]1[N:8]([CH2:20][C:21]2[CH:28]=[CH:27][C:24]([CH3:25])=[CH:23][CH:22]=2)[N:7]=[C:6]([C:9]([OH:11])=[O:10])[C:5]=1[CH3:13])[CH3:3]. The yield is 0.180. (3) The catalyst is C(Cl)Cl. The reactants are [CH3:1][C:2]1[C:7]([CH3:8])=[CH:6][C:5]([NH2:9])=[C:4]([N+:10]([O-:12])=[O:11])[CH:3]=1.Br[CH2:14][CH2:15][CH2:16][CH2:17][CH2:18][C:19]([CH3:26])([CH3:25])[C:20]([O:22][CH2:23][CH3:24])=[O:21]. The product is [CH3:1][C:2]1[C:7]([CH3:8])=[CH:6][C:5]([NH:9][CH2:14][CH2:15][CH2:16][CH2:17][CH2:18][C:19]([CH3:25])([CH3:26])[C:20]([O:22][CH2:23][CH3:24])=[O:21])=[C:4]([N+:10]([O-:12])=[O:11])[CH:3]=1. The yield is 0.540. (4) The product is [NH2:1][C:4]1[CH:5]=[C:6]([N:23]([C:31]2[N:36]=[C:35]([C:37]([F:38])([F:39])[F:40])[CH:34]=[CH:33][N:32]=2)[C:24](=[O:30])[O:25][C:26]([CH3:28])([CH3:29])[CH3:27])[CH:7]=[C:8]([C:10]2[S:14][C:13]([N:15]3[CH2:21][CH2:20][CH2:19][NH:18][C:17](=[O:22])[CH2:16]3)=[N:12][CH:11]=2)[CH:9]=1. The reactants are [N+:1]([C:4]1[CH:5]=[C:6]([N:23]([C:31]2[N:36]=[C:35]([C:37]([F:40])([F:39])[F:38])[CH:34]=[CH:33][N:32]=2)[C:24](=[O:30])[O:25][C:26]([CH3:29])([CH3:28])[CH3:27])[CH:7]=[C:8]([C:10]2[S:14][C:13]([N:15]3[CH2:21][CH2:20][CH2:19][NH:18][C:17](=[O:22])[CH2:16]3)=[N:12][CH:11]=2)[CH:9]=1)([O-])=O.[Cl-].[NH4+].CN(C=O)C.C(OCC)(=O)C.CCCCCC. The yield is 0.850. The catalyst is C(O)C.[Fe]. (5) The catalyst is CN(C=O)C. The reactants are [NH2:1][C:2]1[CH:3]=[C:4]([C:11]([F:14])([F:13])[F:12])[C:5]([CH2:8][C:9]#[N:10])=[N:6][CH:7]=1.[CH2:15]([O:17][C:18]1[C:23](=[O:24])[NH:22][CH:21]=[C:20]([C:25]2[CH:30]=[CH:29][C:28]([CH2:31][C:32](O)=[O:33])=[C:27]([F:35])[CH:26]=2)[CH:19]=1)[CH3:16].C1C=CC2N(O)N=NC=2C=1.C(Cl)C[Cl:48].CCN(CC)CC. The product is [ClH:48].[C:9]([CH2:8][C:5]1[N:6]=[CH:7][C:2]([NH:1][C:32](=[O:33])[CH2:31][C:28]2[CH:29]=[CH:30][C:25]([C:20]3[CH:19]=[C:18]([O:17][CH2:15][CH3:16])[C:23](=[O:24])[NH:22][CH:21]=3)=[CH:26][C:27]=2[F:35])=[CH:3][C:4]=1[C:11]([F:14])([F:12])[F:13])#[N:10]. The yield is 0.0240. (6) The reactants are [F:1][C:2]1[CH:7]=[CH:6][CH:5]=[CH:4][C:3]=1[N:8]1[C:16]2[C:11](=[C:12]([N:17]3[CH2:21][CH2:20][NH:19][C:18]3=[O:22])[CH:13]=[CH:14][CH:15]=2)[CH:10]=[N:9]1.[H-].[Na+].Br[CH2:26][C:27]1[S:28][CH:29]=[C:30]([C:32]([F:35])([F:34])[F:33])[N:31]=1. The catalyst is CN(C)C=O. The product is [F:1][C:2]1[CH:7]=[CH:6][CH:5]=[CH:4][C:3]=1[N:8]1[C:16]2[C:11](=[C:12]([N:17]3[CH2:21][CH2:20][N:19]([CH2:26][C:27]4[S:28][CH:29]=[C:30]([C:32]([F:35])([F:34])[F:33])[N:31]=4)[C:18]3=[O:22])[CH:13]=[CH:14][CH:15]=2)[CH:10]=[N:9]1. The yield is 0.560. (7) The reactants are [OH:1][C:2]1[CH:3]=[C:4]2[C:8](=[CH:9][CH:10]=1)[NH:7][CH:6]=[CH:5]2.C(=O)([O-])[O-].[K+].[K+].[CH:17](I)([CH3:19])[CH3:18]. The catalyst is C(#N)C. The product is [CH:17]([O:1][C:2]1[CH:3]=[C:4]2[C:8](=[CH:9][CH:10]=1)[NH:7][CH:6]=[CH:5]2)([CH3:19])[CH3:18]. The yield is 0.830. (8) The reactants are [Br:1][C:2]1[S:6][C:5]([CH2:7]Br)=[N:4][C:3]=1[C:9]1[CH:14]=[CH:13][C:12]([O:15][CH3:16])=[CH:11][CH:10]=1.[F:17][C:18]1[C:26]([OH:27])=[CH:25][CH:24]=[C:23]([F:28])[C:19]=1[C:20]([NH2:22])=[O:21].C(=O)([O-])[O-].[K+].[K+]. The catalyst is CN(C=O)C. The product is [Br:1][C:2]1[S:6][C:5]([CH2:7][O:27][C:26]2[C:18]([F:17])=[C:19]([C:23]([F:28])=[CH:24][CH:25]=2)[C:20]([NH2:22])=[O:21])=[N:4][C:3]=1[C:9]1[CH:14]=[CH:13][C:12]([O:15][CH3:16])=[CH:11][CH:10]=1. The yield is 0.480.